This data is from Forward reaction prediction with 1.9M reactions from USPTO patents (1976-2016). The task is: Predict the product of the given reaction. (1) Given the reactants [CH2:1]([O:8][C:9]1[CH:14]=[C:13]([NH2:15])[CH:12]=[CH:11][C:10]=1[O:16][CH3:17])[C:2]1[CH:7]=[CH:6][CH:5]=[CH:4][CH:3]=1.[CH2:18]([O:25][C:26]1[CH:34]=[CH:33][C:29]([C:30](O)=[O:31])=[CH:28][C:27]=1[O:35][CH3:36])[C:19]1[CH:24]=[CH:23][CH:22]=[CH:21][CH:20]=1.ON1C2C=CC=CC=2N=N1, predict the reaction product. The product is: [CH2:18]([O:25][C:26]1[CH:34]=[CH:33][C:29]([C:30]([NH:15][C:13]2[CH:12]=[CH:11][C:10]([O:16][CH3:17])=[C:9]([O:8][CH2:1][C:2]3[CH:3]=[CH:4][CH:5]=[CH:6][CH:7]=3)[CH:14]=2)=[O:31])=[CH:28][C:27]=1[O:35][CH3:36])[C:19]1[CH:20]=[CH:21][CH:22]=[CH:23][CH:24]=1. (2) Given the reactants Cl[C:2]1[C:3]2[S:10][CH:9]=[C:8]([C:11]([NH:13][C:14]3[C:19]([Cl:20])=[CH:18][CH:17]=[C:16]([NH:21][S:22]([CH2:25][CH2:26][CH3:27])(=[O:24])=[O:23])[C:15]=3[Cl:28])=[O:12])[C:4]=2[N:5]=[CH:6][N:7]=1.[NH3:29], predict the reaction product. The product is: [Cl:28][C:15]1[C:16]([NH:21][S:22]([CH2:25][CH2:26][CH3:27])(=[O:24])=[O:23])=[CH:17][CH:18]=[C:19]([Cl:20])[C:14]=1[NH:13][C:11]([C:8]1[C:4]2[N:5]=[CH:6][N:7]=[C:2]([NH2:29])[C:3]=2[S:10][CH:9]=1)=[O:12]. (3) Given the reactants [C:1]([OH:8])(=[O:7])[CH2:2][CH2:3][C:4]([OH:6])=[O:5].C([OH:11])C, predict the reaction product. The product is: [C:1]([OH:8])(=[O:7])[CH:2]([CH2:3][C:4]([OH:6])=[O:5])[OH:11]. (4) Given the reactants [Si:1]([O:8][C@@H:9]1[C@H:13]([CH2:14][O:15][Si:16]([C:19]([CH3:22])([CH3:21])[CH3:20])([CH3:18])[CH3:17])[CH2:12][C@@H:11]([O:23][C:24]2[N:32]=[CH:31][N:30]=[C:29]3[C:25]=2[N:26]=[CH:27][N:28]3[CH:33]2[CH2:38][CH2:37][CH2:36][CH2:35][O:34]2)[CH2:10]1)([C:4]([CH3:7])([CH3:6])[CH3:5])([CH3:3])[CH3:2].C1COCC1.[I:44]N1C(=O)CCC1=O, predict the reaction product. The product is: [Si:1]([O:8][C@@H:9]1[C@H:13]([CH2:14][O:15][Si:16]([C:19]([CH3:20])([CH3:21])[CH3:22])([CH3:17])[CH3:18])[CH2:12][C@@H:11]([O:23][C:24]2[N:32]=[CH:31][N:30]=[C:29]3[C:25]=2[N:26]=[C:27]([I:44])[N:28]3[CH:33]2[CH2:38][CH2:37][CH2:36][CH2:35][O:34]2)[CH2:10]1)([C:4]([CH3:6])([CH3:7])[CH3:5])([CH3:2])[CH3:3]. (5) Given the reactants [CH3:1][C:2]([Si:5](Cl)([CH3:7])[CH3:6])([CH3:4])[CH3:3].[Br:9][C:10]1[CH:11]=[C:12]2[C:17](=[CH:18][CH:19]=1)[CH:16]=[C:15]([OH:20])[CH:14]=[CH:13]2.N1C=CN=C1.O, predict the reaction product. The product is: [Br:9][C:10]1[CH:11]=[C:12]2[C:17](=[CH:18][CH:19]=1)[CH:16]=[C:15]([O:20][Si:5]([C:2]([CH3:4])([CH3:3])[CH3:1])([CH3:7])[CH3:6])[CH:14]=[CH:13]2. (6) Given the reactants Cl[CH:2]([O:4][C:5](=[O:31])[N:6]([C:15]1[CH:20]=[CH:19][C:18]([C:21](=[O:29])[C:22]2[CH:27]=[CH:26][CH:25]=[CH:24][C:23]=2[CH3:28])=[C:17]([Cl:30])[CH:16]=1)[C:7]1[CH:12]=[CH:11][C:10]([F:13])=[CH:9][C:8]=1[CH3:14])[CH3:3].[C:32]([O-:40])(=[O:39])[C:33]1[CH:38]=[CH:37][CH:36]=[N:35][CH:34]=1.C([N+](CCCC)(CCCC)CCCC)CCC, predict the reaction product. The product is: [Cl:30][C:17]1[CH:16]=[C:15]([N:6]([C:7]2[CH:12]=[CH:11][C:10]([F:13])=[CH:9][C:8]=2[CH3:14])[C:5]([O:4][CH:2]([O:40][C:32](=[O:39])[C:33]2[CH:38]=[CH:37][CH:36]=[N:35][CH:34]=2)[CH3:3])=[O:31])[CH:20]=[CH:19][C:18]=1[C:21](=[O:29])[C:22]1[CH:27]=[CH:26][CH:25]=[CH:24][C:23]=1[CH3:28]. (7) Given the reactants C([O:3][C:4]([C:6]1([NH:15][C:16](=[O:29])[CH:17]([CH:24]2[CH2:28][CH2:27][CH2:26][CH2:25]2)[C:18]2[CH:23]=[CH:22][CH:21]=[CH:20][CH:19]=2)[CH2:14][C:13]2[C:8](=[CH:9][CH:10]=[CH:11][CH:12]=2)[CH2:7]1)=[O:5])C.[OH-].[K+], predict the reaction product. The product is: [CH:24]1([CH:17]([C:18]2[CH:23]=[CH:22][CH:21]=[CH:20][CH:19]=2)[C:16]([NH:15][C:6]2([C:4]([OH:5])=[O:3])[CH2:7][C:8]3[C:13](=[CH:12][CH:11]=[CH:10][CH:9]=3)[CH2:14]2)=[O:29])[CH2:28][CH2:27][CH2:26][CH2:25]1. (8) The product is: [Cl:1][C:2]1[CH:3]=[CH:4][C:5]([O:6][CH2:7][C:8]2[N:12]([CH2:13][CH2:14][CH2:15][CH:16]3[CH2:21][CH2:20][CH2:19][NH:18][CH2:17]3)[C:11]3[CH:29]=[CH:30][CH:31]=[C:32]([O:33][CH2:34][CH2:35][CH2:36][CH2:37][CH2:38][CH:39]4[CH2:44][CH2:43][NH:42][CH2:41][CH2:40]4)[C:10]=3[N:9]=2)=[CH:52][CH:53]=1. Given the reactants [Cl:1][C:2]1[CH:53]=[CH:52][C:5]([O:6][CH2:7][C:8]2[N:12]([CH2:13][CH2:14][CH2:15][CH:16]3[CH2:21][CH2:20][CH2:19][N:18](C(OC(C)(C)C)=O)[CH2:17]3)[C:11]3[CH:29]=[CH:30][CH:31]=[C:32]([O:33][CH2:34][CH2:35][CH2:36][CH2:37][CH2:38][CH:39]4[CH2:44][CH2:43][N:42](C(OC(C)(C)C)=O)[CH2:41][CH2:40]4)[C:10]=3[N:9]=2)=[CH:4][CH:3]=1.FC(F)(F)C(O)=O, predict the reaction product. (9) Given the reactants [N+](C([CH2:37][CH2:38][C:39](=[O:52])[O:40][C:41]1[C:46]([F:47])=[C:45]([F:48])[C:44]([F:49])=[C:43]([F:50])[C:42]=1[F:51])([CH2:37][CH2:38][C:39]([O:40][C:41]1[C:42]([F:51])=[C:43]([F:50])[C:44]([F:49])=[C:45]([F:48])[C:46]=1[F:47])=[O:52])[CH2:37][CH2:38][C:39]([O:40][C:41]1[C:42]([F:51])=[C:43]([F:50])[C:44]([F:49])=[C:45]([F:48])[C:46]=1[F:47])=[O:52])([O-])=O.[N:53]([CH2:64][CH2:65][C:66]([OH:68])=[O:67])([CH2:59][CH2:60][C:61]([OH:63])=[O:62])CCC(O)=O, predict the reaction product. The product is: [N:53]([CH2:37][CH2:38][C:39]([O:40][C:41]1[C:42]([F:51])=[C:43]([F:50])[C:44]([F:49])=[C:45]([F:48])[C:46]=1[F:47])=[O:52])([CH2:64][CH2:65][C:66]([O:68][C:41]1[C:46]([F:47])=[C:45]([F:48])[C:44]([F:49])=[C:43]([F:50])[C:42]=1[F:51])=[O:67])[CH2:59][CH2:60][C:61]([O:63][C:41]1[C:46]([F:47])=[C:45]([F:48])[C:44]([F:49])=[C:43]([F:50])[C:42]=1[F:51])=[O:62].